From a dataset of Full USPTO retrosynthesis dataset with 1.9M reactions from patents (1976-2016). Predict the reactants needed to synthesize the given product. (1) The reactants are: [CH3:1][O:2][CH2:3][C@@H:4]1[C@@H:9]([O:10][Si:11]([CH:18]([CH3:20])[CH3:19])([CH:15]([CH3:17])[CH3:16])[CH:12]([CH3:14])[CH3:13])[C@H:8]([O:21][Si:22]([CH:29]([CH3:31])[CH3:30])([CH:26]([CH3:28])[CH3:27])[CH:23]([CH3:25])[CH3:24])[CH:7]=[C:6]([C:32]2[CH:37]=[CH:36][N:35]=[CH:34][C:33]=2[N+:38]([O-])=O)[O:5]1. Given the product [CH3:1][O:2][CH2:3][C@H:4]1[O:5][C@H:6]([C:32]2[CH:37]=[CH:36][N:35]=[CH:34][C:33]=2[NH2:38])[CH2:7][C@@H:8]([O:21][Si:22]([CH:29]([CH3:30])[CH3:31])([CH:26]([CH3:27])[CH3:28])[CH:23]([CH3:24])[CH3:25])[C@@H:9]1[O:10][Si:11]([CH:18]([CH3:20])[CH3:19])([CH:12]([CH3:14])[CH3:13])[CH:15]([CH3:17])[CH3:16], predict the reactants needed to synthesize it. (2) Given the product [N:40]([CH2:44][CH2:43][CH2:33][NH:30][C:26](=[O:27])[CH2:25][CH:12]1[CH:13]([NH:17][C:18]([O:20][C:21]([CH3:24])([CH3:23])[CH3:22])=[O:19])[CH2:14][CH2:15][CH2:16][N:11]1[C:9]([O:8][CH2:1][C:2]1[CH:3]=[CH:4][CH:5]=[CH:6][CH:7]=1)=[O:10])=[N+:41]=[N-:42], predict the reactants needed to synthesize it. The reactants are: [CH2:1]([O:8][C:9]([N:11]1[CH2:16][CH2:15][CH2:14][CH:13]([NH:17][C:18]([O:20][C:21]([CH3:24])([CH3:23])[CH3:22])=[O:19])[CH:12]1[CH2:25][C:26](O)=[O:27])=[O:10])[C:2]1[CH:7]=[CH:6][CH:5]=[CH:4][CH:3]=1.C[N:30]([CH3:33])C=O.C(N)CCN.O[N:40]1[C:44]2C=CC=C[C:43]=2[N:42]=[N:41]1. (3) Given the product [OH:27][C:15]1[C:14]([CH2:13][CH:12]=[C:11]([CH3:34])[CH2:10][CH2:9][P:4](=[O:3])([OH:8])[OH:5])=[C:22]([O:23][CH3:24])[C:21]([CH3:25])=[C:20]2[C:16]=1[C:17](=[O:26])[O:18][CH2:19]2, predict the reactants needed to synthesize it. The reactants are: C([O:3][P:4]([CH2:9][CH2:10][C:11]([CH3:34])=[CH:12][CH2:13][C:14]1[C:15]([O:27]CC[Si](C)(C)C)=[C:16]2[C:20](=[C:21]([CH3:25])[C:22]=1[O:23][CH3:24])[CH2:19][O:18][C:17]2=[O:26])(=[O:8])[O:5]CC)C.C[Si](Br)(C)C.N1C(C)=CC=CC=1C. (4) Given the product [CH2:45]([O:52][C:53]1[CH:58]=[CH:57][C:56]([CH2:59][CH:60]([NH:68][C:4](=[O:6])[CH:3]([N:2]([CH3:1])[CH3:11])[CH2:7][CH:8]([CH3:10])[CH3:9])[CH2:61][N:62]2[CH2:67][CH2:66][O:65][CH2:64][CH2:63]2)=[CH:55][CH:54]=1)[C:46]1[CH:47]=[CH:48][CH:49]=[CH:50][CH:51]=1, predict the reactants needed to synthesize it. The reactants are: [CH3:1][N:2]([CH3:11])[C@@H:3]([CH2:7][CH:8]([CH3:10])[CH3:9])[C:4]([OH:6])=O.C(N(CC)C(C)C)(C)C.F[P-](F)(F)(F)(F)F.N1(OC(N(C)C)=[N+](C)C)C2C=CC=CC=2N=N1.[CH2:45]([O:52][C:53]1[CH:58]=[CH:57][C:56]([CH2:59][C@H:60]([NH2:68])[CH2:61][N:62]2[CH2:67][CH2:66][O:65][CH2:64][CH2:63]2)=[CH:55][CH:54]=1)[C:46]1[CH:51]=[CH:50][CH:49]=[CH:48][CH:47]=1. (5) Given the product [F:25][C:26]1[CH:27]=[C:28]([N:32]2[C:2]3[C:3](=[CH:14][CH:15]=[C:16]([OH:18])[CH:17]=3)[C:4]([C:6]3[CH:11]=[CH:10][C:9]([OH:12])=[CH:8][C:7]=3[OH:13])=[N:33]2)[CH:29]=[CH:30][CH:31]=1, predict the reactants needed to synthesize it. The reactants are: O[C:2]1[CH:17]=[C:16]([OH:18])[CH:15]=[CH:14][C:3]=1[C:4]([C:6]1[CH:11]=[CH:10][C:9]([OH:12])=[CH:8][C:7]=1[OH:13])=O.C([O-])(=O)C.[Na+].Cl.[F:25][C:26]1[CH:27]=[C:28]([NH:32][NH2:33])[CH:29]=[CH:30][CH:31]=1. (6) Given the product [CH2:8]([O:7][C:6]([CH:25]1[CH2:26][CH2:27][N:23]([C:20]2[CH:21]=[CH:22][C:17]([O:16][CH2:15][C:14]3[CH:29]=[CH:30][CH:31]=[C:12]([F:11])[CH:13]=3)=[CH:18][CH:19]=2)[C:24]1=[O:28])=[O:10])[CH3:9], predict the reactants needed to synthesize it. The reactants are: [H-].[Na+].C(O[C:6](=[O:10])[O:7][CH2:8][CH3:9])C.[F:11][C:12]1[CH:13]=[C:14]([CH:29]=[CH:30][CH:31]=1)[CH2:15][O:16][C:17]1[CH:22]=[CH:21][C:20]([N:23]2[CH2:27][CH2:26][CH2:25][C:24]2=[O:28])=[CH:19][CH:18]=1. (7) Given the product [Cl:29][C:23]1[CH:22]=[C:21]([C:18]2[CH:19]=[CH:20][N:16]([CH2:15][C@H:14]([NH:13][C:11]([C:9]3[N:10]=[C:6]([CH:3]([OH:5])[CH3:4])[S:7][CH:8]=3)=[O:12])[CH3:30])[N:17]=2)[CH:26]=[CH:25][C:24]=1[C:27]#[N:28], predict the reactants needed to synthesize it. The reactants are: [BH4-].[Na+].[C:3]([C:6]1[S:7][CH:8]=[C:9]([C:11]([NH:13][C@H:14]([CH3:30])[CH2:15][N:16]2[CH:20]=[CH:19][C:18]([C:21]3[CH:26]=[CH:25][C:24]([C:27]#[N:28])=[C:23]([Cl:29])[CH:22]=3)=[N:17]2)=[O:12])[N:10]=1)(=[O:5])[CH3:4]. (8) Given the product [Cl:23][C:24]1[CH:25]=[C:26]([NH:31][C:32]([NH:2][CH2:3][C:4]2[CH:12]=[CH:11][CH:10]=[C:9]3[C:5]=2[C:6](=[O:22])[N:7]([CH:14]2[CH2:19][CH2:18][C:17](=[O:20])[NH:16][C:15]2=[O:21])[C:8]3=[O:13])=[O:33])[CH:27]=[CH:28][C:29]=1[CH3:30], predict the reactants needed to synthesize it. The reactants are: Cl.[NH2:2][CH2:3][C:4]1[CH:12]=[CH:11][CH:10]=[C:9]2[C:5]=1[C:6](=[O:22])[N:7]([CH:14]1[CH2:19][CH2:18][C:17](=[O:20])[NH:16][C:15]1=[O:21])[C:8]2=[O:13].[Cl:23][C:24]1[CH:25]=[C:26]([N:31]=[C:32]=[O:33])[CH:27]=[CH:28][C:29]=1[CH3:30].C(N(C(C)C)CC)(C)C. (9) Given the product [C:31]([O:35][C:36]([N:38]1[CH2:39][CH:40]=[C:41]([C:19]2[C:18]3[C:13](=[CH:14][CH:15]=[C:16]([F:29])[CH:17]=3)[CH:12]=[C:11]([CH2:10][C:9]([O:8][CH3:7])=[O:30])[CH:20]=2)[CH2:42][CH2:43]1)=[O:37])([CH3:34])([CH3:32])[CH3:33], predict the reactants needed to synthesize it. The reactants are: C(=O)([O-])[O-].[K+].[K+].[CH3:7][O:8][C:9](=[O:30])[CH2:10][C:11]1[CH:20]=[C:19](OS(C(F)(F)F)(=O)=O)[C:18]2[C:13](=[CH:14][CH:15]=[C:16]([F:29])[CH:17]=2)[CH:12]=1.[C:31]([O:35][C:36]([N:38]1[CH2:43][CH:42]=[C:41](B2OC(C)(C)C(C)(C)O2)[CH2:40][CH2:39]1)=[O:37])([CH3:34])([CH3:33])[CH3:32].ClCCl.